This data is from Ames mutagenicity test results for genotoxicity prediction. The task is: Regression/Classification. Given a drug SMILES string, predict its toxicity properties. Task type varies by dataset: regression for continuous values (e.g., LD50, hERG inhibition percentage) or binary classification for toxic/non-toxic outcomes (e.g., AMES mutagenicity, cardiotoxicity, hepatotoxicity). Dataset: ames. (1) The compound is C=C(C)C1Cc2c(cc(O)c3c(=O)c4ccccc4n(C)c23)O1. The result is 1 (mutagenic). (2) The molecule is CC1CC2OC(=O)C(C)C2CC2(C)C(O)CC(O)CC12. The result is 1 (mutagenic). (3) The result is 0 (non-mutagenic). The drug is CC(C)Cc1ccc(C(C)C(=O)O)cc1. (4) The compound is Nc1ccc2sncc2c1. The result is 1 (mutagenic). (5) The drug is Cc1c2ccccc2cc2c1ccc1ccccc12. The result is 1 (mutagenic).